Dataset: Full USPTO retrosynthesis dataset with 1.9M reactions from patents (1976-2016). Task: Predict the reactants needed to synthesize the given product. (1) Given the product [OH:1][C@H:2]1[CH2:7][CH2:6][C@@H:5]([N:8]([C:10]([O:11][C:12]([CH3:15])([CH3:14])[CH3:13])=[O:16])[CH3:9])[CH2:4][CH2:3]1, predict the reactants needed to synthesize it. The reactants are: [OH:1][C@H:2]1[CH2:7][CH2:6][C@@H:5]([NH:8][CH3:9])[CH2:4][CH2:3]1.[C:10](O[C:10]([O:11][C:12]([CH3:15])([CH3:14])[CH3:13])=[O:16])(=[O:16])[O:11][C:12]([CH3:15])([CH3:14])[CH3:13]. (2) Given the product [CH3:3][N:2]([CH2:4][C:5]1[C:9]([C:10]2[CH:15]=[CH:14][C:13]([N+:16]([O-:18])=[O:17])=[CH:12][CH:11]=2)=[CH:8][N:7]2[C:6]=1[C:31](=[O:33])[N:22]([C:23]1[N:24]=[N:25][C:26]([O:29][CH3:30])=[CH:27][CH:28]=1)[C:20](=[O:21])[NH:19]2)[CH3:1], predict the reactants needed to synthesize it. The reactants are: [CH3:1][N:2]([CH2:4][C:5]1[C:9]([C:10]2[CH:15]=[CH:14][C:13]([N+:16]([O-:18])=[O:17])=[CH:12][CH:11]=2)=[CH:8][N:7]([NH:19][C:20]([NH:22][C:23]2[N:24]=[N:25][C:26]([O:29][CH3:30])=[CH:27][CH:28]=2)=[O:21])[C:6]=1[C:31]([O:33]CC)=O)[CH3:3].C[O-].[Na+].